Dataset: Peptide-MHC class II binding affinity with 134,281 pairs from IEDB. Task: Regression. Given a peptide amino acid sequence and an MHC pseudo amino acid sequence, predict their binding affinity value. This is MHC class II binding data. (1) The peptide sequence is IVALIIAIVVWTIV. The MHC is DRB1_1501 with pseudo-sequence DRB1_1501. The binding affinity (normalized) is 0.296. (2) The peptide sequence is TSLCFSESIPTPSNR. The MHC is DRB1_1501 with pseudo-sequence DRB1_1501. The binding affinity (normalized) is 0.300. (3) The peptide sequence is GQFIHFYREPVDQKQ. The MHC is H-2-IAb with pseudo-sequence H-2-IAb. The binding affinity (normalized) is 0.186. (4) The peptide sequence is ANWIEIMRIKKLTIT. The MHC is HLA-DPA10103-DPB10201 with pseudo-sequence HLA-DPA10103-DPB10201. The binding affinity (normalized) is 0.337. (5) The MHC is DRB1_0101 with pseudo-sequence DRB1_0101. The peptide sequence is FLVKCQLQNPGVADL. The binding affinity (normalized) is 0.928. (6) The peptide sequence is DDRITKARWVYFLTR. The MHC is HLA-DQA10301-DQB10302 with pseudo-sequence HLA-DQA10301-DQB10302. The binding affinity (normalized) is 0.209. (7) The peptide sequence is AFALVLLFCALASSC. The MHC is DRB1_1302 with pseudo-sequence DRB1_1302. The binding affinity (normalized) is 0.192.